From a dataset of Catalyst prediction with 721,799 reactions and 888 catalyst types from USPTO. Predict which catalyst facilitates the given reaction. (1) Reactant: [CH:1]1(/[C:7](/[CH3:11])=[CH:8]/[CH2:9][OH:10])[CH2:6][CH2:5][CH2:4][CH2:3][CH2:2]1.CC(OI1(OC(C)=O)(OC(C)=O)OC(=O)C2C=CC=CC1=2)=O.C([O-])(O)=O.[Na+].[O-]S([O-])(=S)=O.[Na+].[Na+]. Product: [CH:1]1(/[C:7](/[CH3:11])=[CH:8]/[CH:9]=[O:10])[CH2:6][CH2:5][CH2:4][CH2:3][CH2:2]1. The catalyst class is: 4. (2) Reactant: Br[CH:2]1[CH2:7][CH2:6][CH2:5][NH:4][C:3]1=[O:8].[N-:9]=[N+:10]=[N-:11].[Na+].O. Product: [N:9]([CH:2]1[CH2:7][CH2:6][CH2:5][NH:4][C:3]1=[O:8])=[N+:10]=[N-:11]. The catalyst class is: 9. (3) Reactant: [OH:1][C@@H:2]1[C@@H:10]([OH:11])[C@H:9]([CH3:12])[O:8][C:7](=[O:13])[C@@H:6]([NH:14][C:15](=[O:21])[O:16][C:17]([CH3:20])([CH3:19])[CH3:18])[CH2:5][O:4][CH2:3]1.[C:22](Cl)(=[O:26])[CH:23]([CH3:25])[CH3:24]. Product: [CH3:24][CH:23]([CH3:25])[C:22]([O:1][C@@H:2]1[C@@H:10]([O:11][C:22](=[O:26])[CH:23]([CH3:25])[CH3:24])[C@H:9]([CH3:12])[O:8][C:7](=[O:13])[C@@H:6]([NH:14][C:15]([O:16][C:17]([CH3:20])([CH3:19])[CH3:18])=[O:21])[CH2:5][O:4][CH2:3]1)=[O:26]. The catalyst class is: 383.